This data is from Peptide-MHC class II binding affinity with 134,281 pairs from IEDB. The task is: Regression. Given a peptide amino acid sequence and an MHC pseudo amino acid sequence, predict their binding affinity value. This is MHC class II binding data. (1) The peptide sequence is ALKESWGAIWRIDTP. The MHC is HLA-DQA10101-DQB10501 with pseudo-sequence HLA-DQA10101-DQB10501. The binding affinity (normalized) is 0.384. (2) The MHC is HLA-DQA10501-DQB10301 with pseudo-sequence HLA-DQA10501-DQB10301. The binding affinity (normalized) is 0.310. The peptide sequence is EKKYFAATQFEQLAA.